From a dataset of Forward reaction prediction with 1.9M reactions from USPTO patents (1976-2016). Predict the product of the given reaction. (1) Given the reactants Cl.[NH2:2]O.[Cl:4][C:5]1[CH:6]=[C:7]2[C:12](=[CH:13][C:14]=1[OH:15])[O:11][C:10]([CH3:16])=[C:9]([C:17]1[CH:22]=[CH:21][C:20]([O:23][CH3:24])=[CH:19][CH:18]=1)[C:8]2=[O:25].O, predict the reaction product. The product is: [Cl:4][C:5]1[CH:6]=[C:7]([C:8]2[O:25][N:2]=[C:10]([CH3:16])[C:9]=2[C:17]2[CH:22]=[CH:21][C:20]([O:23][CH3:24])=[CH:19][CH:18]=2)[C:12]([OH:11])=[CH:13][C:14]=1[OH:15]. (2) Given the reactants [S:1]1[CH:5]=[CH:4][CH:3]=[C:2]1[C:6]1[N:7]=[CH:8][NH:9][CH:10]=1.[CH:11](=[O:14])[CH:12]=[CH2:13], predict the reaction product. The product is: [S:1]1[CH:5]=[CH:4][CH:3]=[C:2]1[C:6]1[N:7]=[CH:8][N:9]([CH2:13][CH2:12][CH:11]=[O:14])[CH:10]=1.